From a dataset of NCI-60 drug combinations with 297,098 pairs across 59 cell lines. Regression. Given two drug SMILES strings and cell line genomic features, predict the synergy score measuring deviation from expected non-interaction effect. (1) Drug 1: COC1=C(C=C2C(=C1)N=CN=C2NC3=CC(=C(C=C3)F)Cl)OCCCN4CCOCC4. Drug 2: C1=NC2=C(N=C(N=C2N1C3C(C(C(O3)CO)O)F)Cl)N. Cell line: SNB-75. Synergy scores: CSS=27.2, Synergy_ZIP=4.30, Synergy_Bliss=0.770, Synergy_Loewe=1.09, Synergy_HSA=2.53. (2) Drug 1: CC(CN1CC(=O)NC(=O)C1)N2CC(=O)NC(=O)C2. Drug 2: CC(C)CN1C=NC2=C1C3=CC=CC=C3N=C2N. Cell line: SK-MEL-28. Synergy scores: CSS=3.59, Synergy_ZIP=-3.23, Synergy_Bliss=-1.69, Synergy_Loewe=-2.70, Synergy_HSA=-2.74. (3) Drug 1: CCCCCOC(=O)NC1=NC(=O)N(C=C1F)C2C(C(C(O2)C)O)O. Drug 2: CC1CCC2CC(C(=CC=CC=CC(CC(C(=O)C(C(C(=CC(C(=O)CC(OC(=O)C3CCCCN3C(=O)C(=O)C1(O2)O)C(C)CC4CCC(C(C4)OC)O)C)C)O)OC)C)C)C)OC. Cell line: HCT-15. Synergy scores: CSS=4.37, Synergy_ZIP=-4.09, Synergy_Bliss=-0.719, Synergy_Loewe=-17.5, Synergy_HSA=-2.96. (4) Drug 1: C1CC(C1)(C(=O)O)C(=O)O.[NH2-].[NH2-].[Pt+2]. Synergy scores: CSS=-2.41, Synergy_ZIP=-0.299, Synergy_Bliss=-2.50, Synergy_Loewe=-4.18, Synergy_HSA=-3.85. Cell line: SNB-75. Drug 2: CC12CCC3C(C1CCC2O)C(CC4=C3C=CC(=C4)O)CCCCCCCCCS(=O)CCCC(C(F)(F)F)(F)F. (5) Drug 1: CC1=CC2C(CCC3(C2CCC3(C(=O)C)OC(=O)C)C)C4(C1=CC(=O)CC4)C. Drug 2: CC1=C(C=C(C=C1)NC(=O)C2=CC=C(C=C2)CN3CCN(CC3)C)NC4=NC=CC(=N4)C5=CN=CC=C5. Cell line: A549. Synergy scores: CSS=3.03, Synergy_ZIP=-2.17, Synergy_Bliss=-0.00599, Synergy_Loewe=-4.63, Synergy_HSA=-2.80.